This data is from Reaction yield outcomes from USPTO patents with 853,638 reactions. The task is: Predict the reaction yield, written as a fraction of the theoretical maximum amount of product (1.0 means a 100% yield; for example, 0.34 means a 34% yield). (1) The reactants are Cl.[NH2:2][CH:3]([C:8]1[CH:13]=[CH:12][C:11]([O:14][CH3:15])=[C:10](OCC)[CH:9]=1)[CH2:4][CH:5]([OH:7])[CH3:6].[NH2:19][C:20]1[CH:35]=[CH:34][CH:33]=[C:22]2[C:23](N(C(OCC)=O)[C:26](=[O:27])[C:21]=12)=[O:24].C(N([CH2:41][CH3:42])CC)C.CN(C)C=[O:46]. No catalyst specified. The product is [NH2:19][C:20]1[CH:35]=[CH:34][CH:33]=[C:22]2[C:21]=1[C:26](=[O:27])[N:2]([CH:3]([C:8]1[CH:9]=[CH:10][C:11]([O:14][CH3:15])=[CH:12][C:13]=1[O:46][CH2:41][CH3:42])[CH2:4][CH:5]([OH:7])[CH3:6])[C:23]2=[O:24]. The yield is 0.520. (2) The reactants are Cl.[NH2:2][CH:3]([C:9](=[O:15])[C:10]1[S:11][CH:12]=[CH:13][CH:14]=1)[C:4]([O:6][CH2:7][CH3:8])=[O:5].O.OC1C2N=NNC=2C=CC=1.[F:27][C:28]1[CH:36]=[CH:35][CH:34]=[C:33]([F:37])[C:29]=1[C:30](O)=[O:31].C(N(CC)CC)C.Cl.CN(C)CCCN=C=NCC. The catalyst is CN(C=O)C. The product is [F:27][C:28]1[CH:36]=[CH:35][CH:34]=[C:33]([F:37])[C:29]=1[C:30]([NH:2][CH:3]([C:9](=[O:15])[C:10]1[S:11][CH:12]=[CH:13][CH:14]=1)[C:4]([O:6][CH2:7][CH3:8])=[O:5])=[O:31]. The yield is 0.200. (3) The reactants are [O:1]1[C:5]2[CH:6]=[CH:7][C:8]([CH:10]([C:12]3[CH:20]=[CH:19][C:15]4[O:16][CH2:17][O:18][C:14]=4[CH:13]=3)O)=[CH:9][C:4]=2[O:3][CH2:2]1.S(Cl)(Cl)=O.[N:25]1([C:31]([O:33][C:34]([CH3:37])([CH3:36])[CH3:35])=[O:32])[CH2:30][CH2:29][NH:28][CH2:27][CH2:26]1.C(=O)([O-])[O-].[K+].[K+]. The catalyst is O.CC#N.ClCCl. The product is [O:1]1[C:5]2[CH:6]=[CH:7][C:8]([CH:10]([C:12]3[CH:20]=[CH:19][C:15]4[O:16][CH2:17][O:18][C:14]=4[CH:13]=3)[N:28]3[CH2:27][CH2:26][N:25]([C:31]([O:33][C:34]([CH3:37])([CH3:36])[CH3:35])=[O:32])[CH2:30][CH2:29]3)=[CH:9][C:4]=2[O:3][CH2:2]1. The yield is 0.740. (4) The yield is 0.949. The product is [Br:10][C:5]1[S:6][C:2]([CH3:1])=[CH:3][C:4]=1[C:7]([OH:9])=[O:8]. The reactants are [CH3:1][C:2]1[S:6][CH:5]=[C:4]([C:7]([OH:9])=[O:8])[CH:3]=1.[Br:10]Br.O. The catalyst is C(O)(=O)C. (5) The reactants are [CH3:1][S:2][C:3]1[S:7][C:6]2=[N:8][C:9]([C:11]([O:13]CC)=[O:12])=[CH:10][N:5]2[N:4]=1.O([Si](C)(C)C)[Na].CC(O)=O. The catalyst is C1COCC1. The product is [CH3:1][S:2][C:3]1[S:7][C:6]2=[N:8][C:9]([C:11]([OH:13])=[O:12])=[CH:10][N:5]2[N:4]=1. The yield is 0.620.